Dataset: NCI-60 drug combinations with 297,098 pairs across 59 cell lines. Task: Regression. Given two drug SMILES strings and cell line genomic features, predict the synergy score measuring deviation from expected non-interaction effect. (1) Drug 1: CN(C)C1=NC(=NC(=N1)N(C)C)N(C)C. Drug 2: C1C(C(OC1N2C=NC(=NC2=O)N)CO)O. Cell line: T-47D. Synergy scores: CSS=-7.58, Synergy_ZIP=3.84, Synergy_Bliss=2.46, Synergy_Loewe=-5.15, Synergy_HSA=-3.47. (2) Drug 1: COC1=CC(=CC(=C1O)OC)C2C3C(COC3=O)C(C4=CC5=C(C=C24)OCO5)OC6C(C(C7C(O6)COC(O7)C8=CC=CS8)O)O. Drug 2: C1=C(C(=O)NC(=O)N1)F. Cell line: OVCAR-8. Synergy scores: CSS=50.3, Synergy_ZIP=1.65, Synergy_Bliss=1.41, Synergy_Loewe=5.54, Synergy_HSA=8.03.